The task is: Regression. Given two drug SMILES strings and cell line genomic features, predict the synergy score measuring deviation from expected non-interaction effect.. This data is from NCI-60 drug combinations with 297,098 pairs across 59 cell lines. (1) Drug 2: CC12CCC3C(C1CCC2OP(=O)(O)O)CCC4=C3C=CC(=C4)OC(=O)N(CCCl)CCCl.[Na+]. Cell line: HS 578T. Drug 1: C1=CC(=CC=C1CCCC(=O)O)N(CCCl)CCCl. Synergy scores: CSS=-0.452, Synergy_ZIP=-5.69, Synergy_Bliss=-10.4, Synergy_Loewe=-16.3, Synergy_HSA=-11.1. (2) Drug 1: C1=CC(=CC=C1CCC2=CNC3=C2C(=O)NC(=N3)N)C(=O)NC(CCC(=O)O)C(=O)O. Drug 2: C1=NNC2=C1C(=O)NC=N2. Cell line: SF-539. Synergy scores: CSS=37.5, Synergy_ZIP=-2.36, Synergy_Bliss=-6.02, Synergy_Loewe=-16.4, Synergy_HSA=-5.16. (3) Drug 1: C1CN(P(=O)(OC1)NCCCl)CCCl. Drug 2: CC(C)CN1C=NC2=C1C3=CC=CC=C3N=C2N. Cell line: NCI/ADR-RES. Synergy scores: CSS=-3.27, Synergy_ZIP=0.142, Synergy_Bliss=-2.29, Synergy_Loewe=-2.30, Synergy_HSA=-3.27.